Dataset: NCI-60 drug combinations with 297,098 pairs across 59 cell lines. Task: Regression. Given two drug SMILES strings and cell line genomic features, predict the synergy score measuring deviation from expected non-interaction effect. (1) Drug 1: CS(=O)(=O)OCCCCOS(=O)(=O)C. Drug 2: CC12CCC3C(C1CCC2OP(=O)(O)O)CCC4=C3C=CC(=C4)OC(=O)N(CCCl)CCCl.[Na+]. Cell line: ACHN. Synergy scores: CSS=18.7, Synergy_ZIP=-4.37, Synergy_Bliss=-2.69, Synergy_Loewe=-18.2, Synergy_HSA=-2.46. (2) Drug 1: CC1=C2C(C(=O)C3(C(CC4C(C3C(C(C2(C)C)(CC1OC(=O)C(C(C5=CC=CC=C5)NC(=O)C6=CC=CC=C6)O)O)OC(=O)C7=CC=CC=C7)(CO4)OC(=O)C)O)C)OC(=O)C. Drug 2: C(CN)CNCCSP(=O)(O)O. Cell line: DU-145. Synergy scores: CSS=19.8, Synergy_ZIP=-7.01, Synergy_Bliss=-16.4, Synergy_Loewe=-50.8, Synergy_HSA=-18.2.